From a dataset of Full USPTO retrosynthesis dataset with 1.9M reactions from patents (1976-2016). Predict the reactants needed to synthesize the given product. Given the product [NH2:38][C:39]1[N:41]=[CH:26][N:27]=[C:28]([NH:50][C:12]2[C:11]3[S:10][C:9]([C:3]4[C:4]([Cl:8])=[CH:5][CH:6]=[CH:7][C:2]=4[C:47]#[N:42])=[N:17][C:16]=3[CH:15]=[CH:14][N:13]=2)[CH:29]=1, predict the reactants needed to synthesize it. The reactants are: Br[C:2]1[CH:7]=[CH:6][CH:5]=[C:4]([Cl:8])[C:3]=1[C:9]1[S:10][C:11]2[C:12](Cl)=[N:13][CH:14]=[CH:15][C:16]=2[N:17]=1.BrC1C=CC=C(Cl)C=1C(Cl)=NC1[CH:29]=[CH:28][N:27]=[C:26](Cl)C=1F.[NH2:38][C:39]([NH2:41])=S.[N:42]1[CH:47]=CC=CC=1.CC[N:50](CC)CC.